This data is from Full USPTO retrosynthesis dataset with 1.9M reactions from patents (1976-2016). The task is: Predict the reactants needed to synthesize the given product. (1) Given the product [NH2:36][CH2:37][CH:38]1[CH2:43][CH2:42][CH2:41][CH2:40][N:39]1[S:44]([C:47]1[C:48]2[C:49]([Cl:57])=[CH:50][N:51]=[CH:52][C:53]=2[CH:54]=[CH:55][CH:56]=1)(=[O:46])=[O:45].[ClH:15], predict the reactants needed to synthesize it. The reactants are: BrC1C2C(S([Cl:15])(=O)=O)=CC=CC=2C=NC=1.C(OC(N[C@H]1CCNC1)=O)(C)(C)C.C(OC([NH:36][CH2:37][CH:38]1[CH2:43][CH2:42][CH2:41][CH2:40][N:39]1[S:44]([C:47]1[C:48]2[C:49]([Cl:57])=[CH:50][N:51]=[CH:52][C:53]=2[CH:54]=[CH:55][CH:56]=1)(=[O:46])=[O:45])=O)(C)(C)C. (2) Given the product [CH3:8][C:9]1([CH3:47])[C:17]2[C:12](=[CH:13][CH:14]=[C:15]([C:18]3[CH:19]=[CH:20][C:21]([C:24]([F:25])([F:26])[F:27])=[CH:22][CH:23]=3)[CH:16]=2)[N:11]([CH2:28][CH2:29][C:30]2[CH:44]=[CH:43][C:33]([O:34][CH2:35][C:36]([OH:38])=[O:37])=[C:32]([O:45][CH3:46])[CH:31]=2)[CH2:10]1, predict the reactants needed to synthesize it. The reactants are: FC(F)(F)C(O)=O.[CH3:8][C:9]1([CH3:47])[C:17]2[C:12](=[CH:13][CH:14]=[C:15]([C:18]3[CH:23]=[CH:22][C:21]([C:24]([F:27])([F:26])[F:25])=[CH:20][CH:19]=3)[CH:16]=2)[N:11]([CH2:28][CH2:29][C:30]2[CH:44]=[CH:43][C:33]([O:34][CH2:35][C:36]([O:38]C(C)(C)C)=[O:37])=[C:32]([O:45][CH3:46])[CH:31]=2)[CH2:10]1. (3) Given the product [OH:5][C:3]([C:2]([F:7])([F:6])[F:1])=[O:4].[Br:8][C:9]1[CH:10]=[C:11]2[C:16]([NH:17][C@@H:18]3[CH2:32][C@@H:21]4[CH2:22][NH:23][CH2:24][C@@H:20]4[C@H:19]3[CH3:33])=[C:15]([C:34]([NH2:35])=[O:36])[CH:14]=[N:13][N:12]2[CH:37]=1, predict the reactants needed to synthesize it. The reactants are: [F:1][C:2]([F:7])([F:6])[C:3]([OH:5])=[O:4].[Br:8][C:9]1[CH:10]=[C:11]2[C:16]([NH:17][C@@H:18]3[CH2:32][C@@H:21]4[CH2:22][N:23](C(OC(C)(C)C)=O)[CH2:24][C@@H:20]4[C@H:19]3[CH3:33])=[C:15]([C:34](=[O:36])[NH2:35])[CH:14]=[N:13][N:12]2[CH:37]=1. (4) Given the product [C:11]1([N:1]2[C:9]3[C:4](=[N:5][CH:6]=[CH:7][CH:8]=3)[CH:3]=[CH:2]2)[CH:12]=[CH:13][CH:14]=[CH:15][CH:20]=1, predict the reactants needed to synthesize it. The reactants are: [NH:1]1[C:9]2[C:4](=[N:5][CH:6]=[CH:7][CH:8]=2)[CH:3]=[CH:2]1.O[C:11]1[CH:12]=[CH:13][CH:14]=[C:15]2[C:20]=1N=CC=C2.C(=O)([O-])[O-].[K+].[K+].IC1C=CC=CC=1.[OH-].[NH4+]. (5) Given the product [Br:25][C:14]1[CH:13]=[N:12][C:10]2[NH:11][C:7]3[CH:6]=[N:5][C:4]([C:16]#[N:17])=[C:3]([CH2:1][CH3:2])[C:8]=3[C:9]=2[CH:15]=1, predict the reactants needed to synthesize it. The reactants are: [CH2:1]([C:3]1[C:8]2[C:9]3[CH:15]=[CH:14][CH:13]=[N:12][C:10]=3[NH:11][C:7]=2[CH:6]=[N:5][C:4]=1[C:16]#[N:17])[CH3:2].C1C(=O)N([Br:25])C(=O)C1. (6) Given the product [Cl:20][C:10]1[C:11]2[C:16](=[CH:15][CH:14]=[CH:13][CH:12]=2)[C:7]([C:4]2[S:5][CH:6]=[C:2]([CH3:1])[N:3]=2)=[N:8][N:9]=1, predict the reactants needed to synthesize it. The reactants are: [CH3:1][C:2]1[N:3]=[C:4]([C:7]2[C:16]3[C:11](=[CH:12][CH:13]=[CH:14][CH:15]=3)[C:10](=O)[NH:9][N:8]=2)[S:5][CH:6]=1.P(Cl)(Cl)([Cl:20])=O.[OH-].[Na+]. (7) Given the product [O:11]1[CH:10]=[CH:9][CH:13]=[C:12]1[CH:14]([OH:15])[CH2:3][C:4]([O:6][CH2:7][CH3:8])=[O:5], predict the reactants needed to synthesize it. The reactants are: Br[Zn][CH2:3][C:4]([O:6][CH2:7][CH3:8])=[O:5].[CH:9]1[CH:13]=[C:12]([CH:14]=[O:15])[O:11][CH:10]=1.Cl.C(OCC)(=O)C.